Dataset: Forward reaction prediction with 1.9M reactions from USPTO patents (1976-2016). Task: Predict the product of the given reaction. Given the reactants C(OC([N:8]1[CH2:15][C@H:14]2[C@H:10]([CH2:11][CH:12]([CH3:16])[CH2:13]2)[C@H:9]1[CH2:17][NH:18][C:19](=[O:24])[C:20]([F:23])([F:22])[F:21])=O)(C)(C)C.C(O)(C(F)(F)F)=O, predict the reaction product. The product is: [CH3:16][CH:12]1[CH2:11][C@H:10]2[C@H:14]([CH2:15][NH:8][C@@H:9]2[CH2:17][NH:18][C:19](=[O:24])[C:20]([F:23])([F:21])[F:22])[CH2:13]1.